From a dataset of Forward reaction prediction with 1.9M reactions from USPTO patents (1976-2016). Predict the product of the given reaction. (1) Given the reactants [Br:1][C:2]1[CH:3]=[N:4][C:5]2[N:6]([N:8]=[C:9]([C:11]([OH:13])=O)[CH:10]=2)[CH:7]=1.[O:14]1[CH:18]=[CH:17][C:16]([C:19]2[CH:20]=[CH:21][CH:22]=[C:23]3[C:28]=2[CH:27]([CH3:29])[NH:26][CH2:25][CH2:24]3)=[CH:15]1, predict the reaction product. The product is: [Br:1][C:2]1[CH:3]=[N:4][C:5]2[N:6]([N:8]=[C:9]([C:11]([N:26]3[CH2:25][CH2:24][C:23]4[C:28](=[C:19]([C:16]5[CH:17]=[CH:18][O:14][CH:15]=5)[CH:20]=[CH:21][CH:22]=4)[CH:27]3[CH3:29])=[O:13])[CH:10]=2)[CH:7]=1. (2) Given the reactants [OH:1][C:2]1([CH:6]([C:21]2[CH:26]=[CH:25][C:24]([C:27]3[CH:32]=[CH:31][CH:30]=[C:29]([O:33][C:34]([F:37])([F:36])[F:35])[CH:28]=3)=[CH:23][CH:22]=2)[CH2:7][N:8]2[CH2:13][CH2:12][N:11](C(OC(C)(C)C)=O)[CH2:10][CH2:9]2)[CH2:5][CH2:4][CH2:3]1.[ClH:38], predict the reaction product. The product is: [ClH:38].[ClH:38].[N:8]1([CH2:7][CH:6]([C:2]2([OH:1])[CH2:5][CH2:4][CH2:3]2)[C:21]2[CH:26]=[CH:25][C:24]([C:27]3[CH:32]=[CH:31][CH:30]=[C:29]([O:33][C:34]([F:37])([F:36])[F:35])[CH:28]=3)=[CH:23][CH:22]=2)[CH2:13][CH2:12][NH:11][CH2:10][CH2:9]1.